Dataset: Reaction yield outcomes from USPTO patents with 853,638 reactions. Task: Predict the reaction yield, written as a fraction of the theoretical maximum amount of product (1.0 means a 100% yield; for example, 0.34 means a 34% yield). (1) The reactants are [Cl:1][C:2]1[CH:7]=[CH:6][C:5]([C@@:8]2([OH:23])[CH2:13][CH2:12][N:11](C(OC(C)(C)C)=O)[CH2:10][C@@:9]2([OH:22])[CH3:21])=[CH:4][CH:3]=1.O1CCOCC1. The catalyst is Cl. The product is [ClH:1].[Cl:1][C:2]1[CH:7]=[CH:6][C:5]([C@@:8]2([OH:23])[CH2:13][CH2:12][NH:11][CH2:10][C@:9]2([CH3:21])[OH:22])=[CH:4][CH:3]=1. The yield is 1.00. (2) The reactants are [F:1][C:2]([F:12])([F:11])[C@H:3]([C:5]1[CH:10]=[CH:9][CH:8]=[CH:7][CH:6]=1)[OH:4].Cl[C:14]1[N:15]=[C:16]([OH:30])[C:17]2[CH:23]=[CH:22][N:21]=[C:20]([C:24]3[N:25]=[CH:26][N:27]([CH3:29])[CH:28]=3)[C:18]=2[N:19]=1. No catalyst specified. The product is [CH3:29][N:27]1[CH:28]=[C:24]([C:20]2[C:18]3[N:19]=[C:14]([O:4][C@@H:3]([C:5]4[CH:10]=[CH:9][CH:8]=[CH:7][CH:6]=4)[C:2]([F:11])([F:12])[F:1])[N:15]=[C:16]([OH:30])[C:17]=3[CH:23]=[CH:22][N:21]=2)[N:25]=[CH:26]1. The yield is 0.200. (3) The reactants are CCN=C=NCCCN(C)C.Cl.[NH2:13][C:14]1[N:19]=[C:18]([C:20]2[CH:28]=[CH:27][C:23]([C:24]([OH:26])=O)=[CH:22][CH:21]=2)[CH:17]=[CH:16][N:15]=1.C1C=CC2N(O)N=NC=2C=1.[CH3:39][O:40][C:41]1[CH:46]=[CH:45][C:44]([CH2:47][NH2:48])=[CH:43][CH:42]=1. The catalyst is CN(C=O)C.CCOC(C)=O. The product is [NH2:13][C:14]1[N:19]=[C:18]([C:20]2[CH:21]=[CH:22][C:23]([C:24]([NH:48][CH2:47][C:44]3[CH:45]=[CH:46][C:41]([O:40][CH3:39])=[CH:42][CH:43]=3)=[O:26])=[CH:27][CH:28]=2)[CH:17]=[CH:16][N:15]=1. The yield is 0.300. (4) The reactants are [NH:1]1[CH2:6][CH2:5][CH:4]([CH2:7][OH:8])[CH2:3][CH2:2]1.[CH3:9][O:10][C:11]1[CH:18]=[CH:17][C:14]([CH:15]=O)=[CH:13][CH:12]=1.C(O)(=O)C.[BH-](OC(C)=O)(OC(C)=O)OC(C)=O.[Na+]. The catalyst is C1COCC1.ClCCCl.C(Cl)Cl.[OH-].[Na+]. The product is [CH3:9][O:10][C:11]1[CH:18]=[CH:17][C:14]([CH2:15][N:1]2[CH2:6][CH2:5][CH:4]([CH2:7][OH:8])[CH2:3][CH2:2]2)=[CH:13][CH:12]=1. The yield is 0.460. (5) The reactants are [CH2:1]([O:3][C:4](=[O:16])[CH2:5][N:6]1[C:14]2[CH2:13][CH2:12][CH2:11][C@@H:10]([NH2:15])[C:9]=2[CH:8]=[N:7]1)[CH3:2].[Br:17][C:18]1[CH:19]=[C:20]([S:28](Cl)(=[O:30])=[O:29])[CH:21]=[C:22]([C:24]([F:27])([F:26])[F:25])[CH:23]=1. The catalyst is O1CCCC1.CN(C)C1C=CN=CC=1. The product is [CH2:1]([O:3][C:4](=[O:16])[CH2:5][N:6]1[C:14]2[CH2:13][CH2:12][CH2:11][C@@H:10]([NH:15][S:28]([C:20]3[CH:21]=[C:22]([C:24]([F:25])([F:26])[F:27])[CH:23]=[C:18]([Br:17])[CH:19]=3)(=[O:30])=[O:29])[C:9]=2[CH:8]=[N:7]1)[CH3:2]. The yield is 0.636. (6) The reactants are [CH3:1][C:2]([C:10]1[CH:15]=[CH:14][CH:13]=[CH:12][CH:11]=1)([CH3:9])[CH2:3][NH:4][C:5](=[O:8])[O:6][CH3:7].O.[C:17]([OH:21])(=[O:20])[CH:18]=O. The catalyst is C(O)(=O)C.OS(O)(=O)=O. The product is [CH3:7][O:6][C:5]([N:4]1[CH2:3][C:2]([CH3:1])([CH3:9])[C:10]2[C:11](=[CH:12][CH:13]=[CH:14][CH:15]=2)[CH:18]1[C:17]([OH:21])=[O:20])=[O:8]. The yield is 0.790. (7) The reactants are [CH2:1]([O:8][CH2:9][CH2:10][O:11][C:12]1[C:17]2[CH2:18][CH2:19][CH2:20][C:16]=2[N:15]=[C:14]([NH2:21])[N:13]=1)[C:2]1[CH:7]=[CH:6][CH:5]=[CH:4][CH:3]=1.Br[CH2:23][C:24](=O)[C:25]([O-:27])=[O:26].[CH2:29]1COC[CH2:30]1. The catalyst is C(O)C. The product is [CH2:29]([O:27][C:25]([C:24]1[N:21]=[C:14]2[N:15]([C:16]3[CH2:20][CH2:19][CH2:18][C:17]=3[C:12]([O:11][CH2:10][CH2:9][O:8][CH2:1][C:2]3[CH:7]=[CH:6][CH:5]=[CH:4][CH:3]=3)=[N:13]2)[CH:23]=1)=[O:26])[CH3:30]. The yield is 0.670. (8) The reactants are [CH2:1]([N:3]([CH2:11][CH2:12][N:13]1[CH2:18][CH2:17][S:16][C:15]2[CH:19]=[CH:20][C:21]([N+:23]([O-])=O)=[CH:22][C:14]1=2)[C:4](=[O:10])[O:5][C:6]([CH3:9])([CH3:8])[CH3:7])[CH3:2].O.NN. The catalyst is C(O)C.C(OCC)(=O)C.[Ni]. The product is [NH2:23][C:21]1[CH:20]=[CH:19][C:15]2[S:16][CH2:17][CH2:18][N:13]([CH2:12][CH2:11][N:3]([CH2:1][CH3:2])[C:4](=[O:10])[O:5][C:6]([CH3:9])([CH3:8])[CH3:7])[C:14]=2[CH:22]=1. The yield is 0.950. (9) The reactants are [Cl-].O[NH3+:3].[C:4](=[O:7])([O-])[OH:5].[Na+].CS(C)=O.[CH3:13][C:14]1[N:15]([CH2:39][C:40]2[CH:45]=[CH:44][CH:43]=[CH:42][N:41]=2)[C:16](=[O:38])[C:17]([CH2:23][C:24]2[CH:29]=[CH:28][C:27]([C:30]3[C:31]([C:36]#[N:37])=[CH:32][CH:33]=[CH:34][CH:35]=3)=[CH:26][CH:25]=2)=[C:18]([CH2:20][CH2:21][CH3:22])[N:19]=1. The catalyst is C(OCC)(=O)C. The product is [CH3:13][C:14]1[N:15]([CH2:39][C:40]2[CH:45]=[CH:44][CH:43]=[CH:42][N:41]=2)[C:16](=[O:38])[C:17]([CH2:23][C:24]2[CH:25]=[CH:26][C:27]([C:30]3[CH:35]=[CH:34][CH:33]=[CH:32][C:31]=3[C:36]3[NH:3][C:4](=[O:7])[O:5][N:37]=3)=[CH:28][CH:29]=2)=[C:18]([CH2:20][CH2:21][CH3:22])[N:19]=1. The yield is 0.700.